Dataset: Reaction yield outcomes from USPTO patents with 853,638 reactions. Task: Predict the reaction yield, written as a fraction of the theoretical maximum amount of product (1.0 means a 100% yield; for example, 0.34 means a 34% yield). The reactants are [CH2:1]([N:8]([CH2:25][C:26]1[CH:31]=[CH:30][CH:29]=[CH:28][CH:27]=1)[C:9]1[N:14]=[C:13]([C:15]([O:17][CH3:18])=[O:16])[C:12](/[CH:19]=[CH:20]/[C:21]([O:23][CH3:24])=[O:22])=[CH:11][CH:10]=1)[C:2]1[CH:7]=[CH:6][CH:5]=[CH:4][CH:3]=1.[BH4-].[Na+]. The catalyst is CO.[Cl-].[NH4+].O.O.O.O.O.O.[Ni](Cl)Cl. The product is [CH2:25]([N:8]([CH2:1][C:2]1[CH:3]=[CH:4][CH:5]=[CH:6][CH:7]=1)[C:9]1[N:14]=[C:13]([C:15]([O:17][CH3:18])=[O:16])[C:12]([CH2:19][CH2:20][C:21]([O:23][CH3:24])=[O:22])=[CH:11][CH:10]=1)[C:26]1[CH:27]=[CH:28][CH:29]=[CH:30][CH:31]=1. The yield is 0.860.